Dataset: Catalyst prediction with 721,799 reactions and 888 catalyst types from USPTO. Task: Predict which catalyst facilitates the given reaction. (1) Reactant: C([O:9][C:10]1[C:19]2[C:14](=[N:15][CH:16]=[C:17]([I:20])[CH:18]=2)[N:13]([CH3:21])[C:12](=[O:22])[CH:11]=1)(=O)CCC(OC)=O.Cl[C:24](=[O:31])[CH2:25][CH2:26][C:27]([O:29]C)=[O:28].OC1C2C(=NC=C(I)C=2)N(C)C(=O)C=1. Product: [OH:9][C:10]1[C:19]2[C:14](=[N:15][CH:16]=[C:17]([I:20])[CH:18]=2)[N:13]([CH3:21])[C:12](=[O:22])[C:11]=1[C:24](=[O:31])[CH2:25][CH2:26][C:27]([OH:29])=[O:28]. The catalyst class is: 26. (2) Product: [CH2:57]([O:64][C:65]([C:67]([CH3:85])([CH3:84])[CH2:68][N:69]1[CH2:74][CH2:73][CH:72]([CH2:75][NH:76][C:77]([N:6]2[C:7]3[CH:12]=[CH:11][CH:10]=[CH:9][C:8]=3[N:4]([CH:1]([CH3:3])[CH3:2])[C:5]2=[O:13])=[O:78])[CH2:71][CH2:70]1)=[O:66])[C:58]1[CH:59]=[CH:60][CH:61]=[CH:62][CH:63]=1. Reactant: [CH:1]([N:4]1[C:8]2[CH:9]=[CH:10][CH:11]=[CH:12][C:7]=2[NH:6][C:5]1=[O:13])([CH3:3])[CH3:2].C(N(CC)CC)C.ClC(OC1C=CC([N+]([O-])=O)=CC=1)=O.Cl.C(OC(C(C)(C)CN1CCC(CN)CC1)=O)C1C=CC=CC=1.[CH2:57]([O:64][C:65]([C:67]([CH3:85])([CH3:84])[CH2:68][N:69]1[CH2:74][CH2:73][CH:72]([CH2:75][NH:76][C:77](=O)[O:78]C(C)(C)C)[CH2:71][CH2:70]1)=[O:66])[C:58]1[CH:63]=[CH:62][CH:61]=[CH:60][CH:59]=1.Cl.[OH-].[Na+]. The catalyst class is: 98. (3) Product: [Br:3][C:4]1[C:5]2[CH2:11][C:10]([CH3:12])=[CH:9][C:6]=2[S:7][CH:8]=1. Reactant: [BH4-].[Na+].[Br:3][C:4]1[C:5]2[CH2:11][CH:10]([CH3:12])[C:9](=O)[C:6]=2[S:7][CH:8]=1.Cl.C1(C)C=CC=CC=1. The catalyst class is: 87. (4) Reactant: [C:1]([C:3]1[CH:7]=[C:6]([C:8]2[CH:13]=[CH:12][C:11]([CH2:14][NH2:15])=[CH:10][CH:9]=2)[N:5]([C:16]2[CH:21]=[CH:20][C:19]([O:22][CH3:23])=[CH:18][CH:17]=2)[N:4]=1)#[N:2].CC[N:26]([CH2:29]C)CC.[OH2:31].C(Cl)(Cl)Cl. Product: [C:1]([C:3]1[CH:7]=[C:6]([C:8]2[CH:9]=[CH:10][C:11]([CH2:14][NH:15][C:29]([NH2:26])=[O:31])=[CH:12][CH:13]=2)[N:5]([C:16]2[CH:17]=[CH:18][C:19]([O:22][CH3:23])=[CH:20][CH:21]=2)[N:4]=1)#[N:2]. The catalyst class is: 2. (5) Reactant: [CH:1]1([N:6]2[CH2:12][C:11]([F:14])([F:13])[C:10](=[O:15])[N:9](C)[C:8]3[CH:17]=[N:18][C:19]([NH:21][C:22]4[CH:30]=[CH:29][C:25]([C:26]([OH:28])=O)=[C:24]([F:31])[C:23]=4[F:32])=[N:20][C:7]2=3)[CH2:5][CH2:4][CH2:3][CH2:2]1.C(C(F)(F)[CH2:37][N:38]([CH:59]1[CH2:63]CCC1)[C:39]1[C:44](NC)=[CH:43][N:42]=C(NC2C=CC(C(O)=O)=C(F)C=2F)N=1)(O)=O.F[P-](F)(F)(F)(F)F.CN(C(N(C)C)=[N+]1C2C(=NC=CC=2)[N+]([O-])=N1)C.C(N(C(C)C)CC)(C)C.NC1CCN(C)CC1. Product: [CH:1]1([N:6]2[CH2:12][C:11]([F:14])([F:13])[C:10](=[O:15])[NH:9][C:8]3[CH:17]=[N:18][C:19]([NH:21][C:22]4[CH:30]=[CH:29][C:25]([C:26]([NH:42][CH:43]5[CH2:44][CH2:39][N:38]([CH3:37])[CH2:59][CH2:63]5)=[O:28])=[C:24]([F:31])[C:23]=4[F:32])=[N:20][C:7]2=3)[CH2:2][CH2:3][CH2:4][CH2:5]1. The catalyst class is: 288. (6) Reactant: [CH3:1][C:2]1[O:3][C:4]2[C:9]([C:10](=[O:12])[CH:11]=1)=[CH:8][CH:7]=[CH:6][C:5]=2[CH:13]=O.O=[C:16]([CH3:24])[CH2:17][C:18]([O:20][CH2:21][CH2:22][CH3:23])=[O:19].[NH2:25][C:26]([CH3:40])=[CH:27][C:28]([C:30]1[CH:35]=[CH:34][C:33]([C:36]([CH3:39])([CH3:38])[CH3:37])=[CH:32][CH:31]=1)=[O:29].C(O)(=O)C. Product: [CH3:24][C:16]1[NH:25][C:26]([CH3:40])=[C:27]([C:28](=[O:29])[C:30]2[CH:35]=[CH:34][C:33]([C:36]([CH3:38])([CH3:37])[CH3:39])=[CH:32][CH:31]=2)[CH:13]([C:5]2[CH:6]=[CH:7][CH:8]=[C:9]3[C:4]=2[O:3][C:2]([CH3:1])=[CH:11][C:10]3=[O:12])[C:17]=1[C:18]([O:20][CH2:21][CH2:22][CH3:23])=[O:19]. The catalyst class is: 41. (7) Reactant: [Cl:1][C:2]1[CH:7]=[CH:6][CH:5]=[CH:4][C:3]=1[CH2:8][CH:9]([C:15]#[N:16])[C:10](OCC)=O.[OH2:17].[NH2:18][NH2:19]. Product: [NH2:16][C:15]1[NH:19][NH:18][C:10](=[O:17])[C:9]=1[CH2:8][C:3]1[CH:4]=[CH:5][CH:6]=[CH:7][C:2]=1[Cl:1]. The catalyst class is: 212. (8) Reactant: Cl.[NH2:2][C:3]1[C:4]([C:13]([NH:15][C@@H:16]([C@H:21]2[CH2:26][CH2:25][C@H:24]([CH3:27])[CH2:23][CH2:22]2)[C:17]([O:19][CH3:20])=[O:18])=[O:14])=[CH:5][C:6]2[C:11]([CH:12]=1)=[CH:10][CH:9]=[CH:8][CH:7]=2.[Cl:28][C:29]1[CH:34]=[C:33]([Cl:35])[CH:32]=[C:31]([Cl:36])[C:30]=1[N:37]=[C:38]=[O:39]. The catalyst class is: 17. Product: [CH3:27][C@H:24]1[CH2:23][CH2:22][C@H:21]([C@H:16]([NH:15][C:13]([C:4]2[C:3]([NH:2][C:38]([NH:37][C:30]3[C:31]([Cl:36])=[CH:32][C:33]([Cl:35])=[CH:34][C:29]=3[Cl:28])=[O:39])=[CH:12][C:11]3[C:6](=[CH:7][CH:8]=[CH:9][CH:10]=3)[CH:5]=2)=[O:14])[C:17]([O:19][CH3:20])=[O:18])[CH2:26][CH2:25]1.